This data is from Reaction yield outcomes from USPTO patents with 853,638 reactions. The task is: Predict the reaction yield, written as a fraction of the theoretical maximum amount of product (1.0 means a 100% yield; for example, 0.34 means a 34% yield). (1) The reactants are Br[C:2]1[CH:3]=[CH:4][C:5]2[O:14][CH2:13][CH2:12][C:11]3[S:10][C:9]([C:15]4[N:16]([CH:20]([CH3:22])[CH3:21])[N:17]=[CH:18][N:19]=4)=[N:8][C:7]=3[C:6]=2[CH:23]=1.[CH3:24][O:25][C:26]1[N:31]=[CH:30][C:29](B(O)O)=[CH:28][CH:27]=1. No catalyst specified. The product is [CH:20]([N:16]1[C:15]([C:9]2[S:10][C:11]3[CH2:12][CH2:13][O:14][C:5]4[CH:4]=[CH:3][C:2]([C:29]5[CH:30]=[N:31][C:26]([O:25][CH3:24])=[CH:27][CH:28]=5)=[CH:23][C:6]=4[C:7]=3[N:8]=2)=[N:19][CH:18]=[N:17]1)([CH3:22])[CH3:21]. The yield is 0.170. (2) The reactants are [OH-].[Na+].[F:3][C:4]1[CH:5]=[C:6]([NH:11][CH:12]([C:14]2[CH:15]=[C:16]([C:32]([O:34]C)=[O:33])[CH:17]=[C:18]3[C:23]=2[O:22][C:21]([N:24]2[CH2:29][CH2:28][O:27][CH2:26][C@@H:25]2[CH3:30])=[CH:20][C:19]3=[O:31])[CH3:13])[CH:7]=[C:8]([F:10])[CH:9]=1.C1COCC1.Cl. The catalyst is CO. The product is [F:3][C:4]1[CH:5]=[C:6]([NH:11][CH:12]([C:14]2[CH:15]=[C:16]([C:32]([OH:34])=[O:33])[CH:17]=[C:18]3[C:23]=2[O:22][C:21]([N:24]2[CH2:29][CH2:28][O:27][CH2:26][C@@H:25]2[CH3:30])=[CH:20][C:19]3=[O:31])[CH3:13])[CH:7]=[C:8]([F:10])[CH:9]=1. The yield is 0.860. (3) The reactants are [CH2:1]([O:3][CH:4](OCC)[CH:5]1[C:14]2([CH2:19][CH2:18][N:17](C(OC(C)(C)C)=O)[CH2:16][CH2:15]2)[O:13][C:12]2[C:7](=[CH:8][CH:9]=[CH:10][CH:11]=2)[C:6]1=[O:27])[CH3:2].[ClH:31]. The catalyst is C1(C)C=CC=CC=1. The product is [ClH:31].[CH2:1]([O:3]/[CH:4]=[C:5]1\[C:6](=[O:27])[C:7]2[C:12]([O:13][C:14]3\1[CH2:19][CH2:18][NH:17][CH2:16][CH2:15]3)=[CH:11][CH:10]=[CH:9][CH:8]=2)[CH3:2]. The yield is 0.630. (4) The reactants are Cl[C:2]1[C:7]([Cl:8])=[N:6][N:5]([CH3:9])[C:4](=[O:10])[CH:3]=1.[CH3:11][N:12]1[CH2:17][CH2:16][NH:15][CH2:14][C:13]1=[O:18].Cl.C(N(CC)CC)C. The catalyst is C(O)C. The product is [Cl:8][C:7]1[C:2]([N:15]2[CH2:16][CH2:17][N:12]([CH3:11])[C:13](=[O:18])[CH2:14]2)=[CH:3][C:4](=[O:10])[N:5]([CH3:9])[N:6]=1. The yield is 0.820. (5) The reactants are [H-].[Al+3].[Li+].[H-].[H-].[H-].[C:7]1([S:13]([C:16]2([C:21]#[N:22])[CH2:20][CH2:19][CH2:18][CH2:17]2)(=[O:15])=[O:14])[CH:12]=[CH:11][CH:10]=[CH:9][CH:8]=1.O. The catalyst is O1CCCC1. The product is [C:7]1([S:13]([C:16]2([CH2:21][NH2:22])[CH2:20][CH2:19][CH2:18][CH2:17]2)(=[O:14])=[O:15])[CH:8]=[CH:9][CH:10]=[CH:11][CH:12]=1. The yield is 0.420.